Predict which catalyst facilitates the given reaction. From a dataset of Catalyst prediction with 721,799 reactions and 888 catalyst types from USPTO. (1) Reactant: [NH2:1][C:2]1[C:7]([C:8]#[N:9])=[CH:6][CH:5]=[CH:4][N:3]=1.[NH2:10][OH:11]. Product: [NH2:1][C:2]1[N:3]=[CH:4][CH:5]=[CH:6][C:7]=1[C:8]([NH:10][OH:11])=[NH:9]. The catalyst class is: 5. (2) Reactant: [N+:1]([C:4]1[CH:5]=[C:6]([NH:18][C:19](=[O:30])[C:20]2[CH:25]=[CH:24][CH:23]=[C:22]([C:26]([F:29])([F:28])[F:27])[CH:21]=2)[CH:7]=[CH:8][C:9]=1[S:10][C:11]1[CH:16]=[CH:15][C:14]([CH3:17])=[CH:13][CH:12]=1)([O-])=O.[NH4+].[Cl-]. The catalyst class is: 292. Product: [NH2:1][C:4]1[CH:5]=[C:6]([NH:18][C:19](=[O:30])[C:20]2[CH:25]=[CH:24][CH:23]=[C:22]([C:26]([F:29])([F:27])[F:28])[CH:21]=2)[CH:7]=[CH:8][C:9]=1[S:10][C:11]1[CH:12]=[CH:13][C:14]([CH3:17])=[CH:15][CH:16]=1. (3) Reactant: [C:1]([C:4]1[CH:39]=[CH:38][C:7]([CH2:8][N:9]2[CH2:37][CH2:36][C:12]3[NH:13][C:14]4[CH:15]=[CH:16][C:17]([C:20]([NH:22][CH:23]5[CH2:28][CH2:27][N:26]([C:29](OC(C)(C)C)=O)[CH2:25][CH2:24]5)=[O:21])=[CH:18][C:19]=4[C:11]=3[CH2:10]2)=[CH:6][CH:5]=1)(=[O:3])[NH2:2]. Product: [C:1]([C:4]1[CH:5]=[CH:6][C:7]([CH2:8][N:9]2[CH2:37][CH2:36][C:12]3[NH:13][C:14]4[CH:15]=[CH:16][C:17]([C:20]([NH:22][CH:23]5[CH2:24][CH2:25][N:26]([CH2:29][C:7]6[CH:38]=[CH:39][C:4]([C:1]#[N:2])=[CH:5][CH:6]=6)[CH2:27][CH2:28]5)=[O:21])=[CH:18][C:19]=4[C:11]=3[CH2:10]2)=[CH:38][CH:39]=1)(=[O:3])[NH2:2]. The catalyst class is: 89. (4) Reactant: [Cl:1][C:2]1[CH:7]=[CH:6][CH:5]=[C:4]([F:8])[C:3]=1[N:9]1[CH:18]=[C:12]2[CH:13]=[N+:14]([O-])[CH:15]=[CH:16][C:11]2=[N:10]1.P(Br)(Br)([Br:21])=O. Product: [Br:21][C:13]1[C:12]2=[CH:18][N:9]([C:3]3[C:4]([F:8])=[CH:5][CH:6]=[CH:7][C:2]=3[Cl:1])[N:10]=[C:11]2[CH:16]=[CH:15][N:14]=1. The catalyst class is: 279. (5) Reactant: O=P12OP3(OP(OP(O3)(O1)=O)(=O)O2)=O.[Br:15][CH:16]([C:21](=[O:24])[CH2:22][Br:23])[CH2:17][C:18]([OH:20])=O. Product: [Br:15][CH:16]1[C:21](=[CH:22][Br:23])[O:24][C:18](=[O:20])[CH2:17]1. The catalyst class is: 4. (6) Reactant: [C:1]([O:7][CH3:8])(=[O:6])[CH2:2][C:3]([CH3:5])=O.[CH3:9][NH2:10]. Product: [CH3:8][O:7][C:1](=[O:6])[CH:2]=[C:3]([NH:10][CH3:9])[CH3:5]. The catalyst class is: 5.